From a dataset of Full USPTO retrosynthesis dataset with 1.9M reactions from patents (1976-2016). Predict the reactants needed to synthesize the given product. (1) Given the product [Cl:1][C:2]1[CH:7]=[C:6]([Cl:8])[CH:5]=[C:4]([Cl:9])[C:3]=1[C:10]1([CH2:13][NH2:14])[CH2:11][CH2:12]1, predict the reactants needed to synthesize it. The reactants are: [Cl:1][C:2]1[CH:7]=[C:6]([Cl:8])[CH:5]=[C:4]([Cl:9])[C:3]=1[C:10]1([C:13]#[N:14])[CH2:12][CH2:11]1.[H-].[H-].[H-].[H-].[Li+].[Al+3].[OH-].[Na+].[O-]S([O-])(=O)=O.[Na+].[Na+]. (2) Given the product [Br:1][C:2]1[CH:7]=[CH:6][C:5]([S:8]([NH:11][C:12]2[CH:17]=[CH:16][CH:15]=[C:14]([N:25]3[CH2:24][C@H:23]([CH3:27])[NH:22][C@H:21]([CH3:20])[CH2:26]3)[N:13]=2)(=[O:10])=[O:9])=[CH:4][C:3]=1[F:19], predict the reactants needed to synthesize it. The reactants are: [Br:1][C:2]1[CH:7]=[CH:6][C:5]([S:8]([NH:11][C:12]2[CH:17]=[CH:16][CH:15]=[C:14](Br)[N:13]=2)(=[O:10])=[O:9])=[CH:4][C:3]=1[F:19].[CH3:20][C@H:21]1[CH2:26][NH:25][CH2:24][C@@H:23]([CH3:27])[NH:22]1. (3) The reactants are: Br[CH2:2][CH2:3][NH:4][C:5](=[O:11])[O:6][C:7]([CH3:10])([CH3:9])[CH3:8].C(#N)C.[OH:15][N:16]1[C:20](=[O:21])[C:19]2=[CH:22][CH:23]=[CH:24][CH:25]=[C:18]2[C:17]1=[O:26]. Given the product [O:26]=[C:17]1[C:18]2[C:19](=[CH:22][CH:23]=[CH:24][CH:25]=2)[C:20](=[O:21])[N:16]1[O:15][CH2:2][CH2:3][NH:4][C:5](=[O:11])[O:6][C:7]([CH3:10])([CH3:9])[CH3:8], predict the reactants needed to synthesize it. (4) Given the product [CH2:12]([N:9]1[CH2:10][CH2:11][N:6]([C:4](=[O:5])[C@@H:3]([NH:2][CH2:44][C:43]2[CH:46]=[CH:47][C:40]([O:39][CH2:35][CH2:36][CH2:37][CH3:38])=[CH:41][CH:42]=2)[CH2:19][C:20]2[CH:25]=[CH:24][CH:23]=[CH:22][CH:21]=2)[CH2:7][CH2:8]1)[C:13]1[CH:18]=[CH:17][CH:16]=[CH:15][CH:14]=1, predict the reactants needed to synthesize it. The reactants are: Cl.[NH2:2][C@@H:3]([CH2:19][C:20]1[CH:25]=[CH:24][CH:23]=[CH:22][CH:21]=1)[C:4]([N:6]1[CH2:11][CH2:10][N:9]([CH2:12][C:13]2[CH:18]=[CH:17][CH:16]=[CH:15][CH:14]=2)[CH2:8][CH2:7]1)=[O:5].CCN(C(C)C)C(C)C.[CH2:35]([O:39][C:40]1[CH:47]=[CH:46][C:43]([CH:44]=O)=[CH:42][CH:41]=1)[CH2:36][CH2:37][CH3:38].[BH4-].[Na+]. (5) Given the product [CH3:1][C:2]1[N:6]([C:7]2[CH:8]=[CH:9][CH:10]=[CH:11][CH:12]=2)[N:5]=[CH:4][C:3]=1[C:13]([N:38]1[C:35]2[CH:36]=[C:37]3[C:32]([CH:31]=[CH:30][N:29]=[C:28]3[N:25]3[CH2:24][CH2:23][NH:22][CH2:27][CH2:26]3)=[CH:33][C:34]=2[CH2:40][CH2:39]1)=[O:15], predict the reactants needed to synthesize it. The reactants are: [CH3:1][C:2]1[N:6]([C:7]2[CH:12]=[CH:11][CH:10]=[CH:9][CH:8]=2)[N:5]=[CH:4][C:3]=1[C:13]([O:15]CC)=O.FC(F)(F)C([N:22]1[CH2:27][CH2:26][N:25]([C:28]2[C:37]3[C:32](=[CH:33][C:34]4[CH2:40][CH2:39][NH:38][C:35]=4[CH:36]=3)[CH:31]=[CH:30][N:29]=2)[CH2:24][CH2:23]1)=O. (6) The reactants are: [CH2:1]([O:3][C:4](=[O:17])[CH2:5][N:6]1[C:14]2[C:9](=[CH:10][C:11]([F:15])=[CH:12][CH:13]=2)[CH:8]=[C:7]1[CH3:16])[CH3:2].[C:18]1([S:24]([C:27]2[CH:28]=[C:29]([CH:32]=[CH:33][N:34]=2)C=O)(=[O:26])=[O:25])[CH:23]=[CH:22][CH:21]=[CH:20][CH:19]=1.[Si](OS(C(F)(F)F)(=O)=O)(C)(C)[CH3:36].C([SiH](CC)CC)C. Given the product [CH2:1]([O:3][C:4](=[O:17])[CH2:5][N:6]1[C:14]2[C:9](=[CH:10][C:11]([F:15])=[CH:12][CH:13]=2)[C:8]([CH2:36][C:28]2[C:27]([S:24]([C:18]3[CH:19]=[CH:20][CH:21]=[CH:22][CH:23]=3)(=[O:25])=[O:26])=[N:34][CH:33]=[CH:32][CH:29]=2)=[C:7]1[CH3:16])[CH3:2], predict the reactants needed to synthesize it. (7) Given the product [F:1][C:2]1[CH:3]=[C:4]([CH:5]=[C:6]([I:8])[CH:7]=1)[CH:9]=[O:10], predict the reactants needed to synthesize it. The reactants are: [F:1][C:2]1[CH:3]=[C:4]([CH2:9][OH:10])[CH:5]=[C:6]([I:8])[CH:7]=1.C1C=C[NH+]=CC=1.[O-][Cr](Cl)(=O)=O. (8) The reactants are: [C:1]([O:5][C:6](=[O:25])[NH:7][C:8]1[CH:13]=[CH:12][CH:11]=[C:10]([O:14][C:15]2[CH:16]=[CH:17][C:18]3[N:19]([N:21]=[C:22]([NH2:24])[N:23]=3)[CH:20]=2)[CH:9]=1)([CH3:4])([CH3:3])[CH3:2].[CH:26]1([C:29](Cl)=[O:30])[CH2:28][CH2:27]1. Given the product [C:1]([O:5][C:6](=[O:25])[NH:7][C:8]1[CH:13]=[CH:12][CH:11]=[C:10]([O:14][C:15]2[CH:16]=[CH:17][C:18]3[N:19]([N:21]=[C:22]([NH:24][C:29]([CH:26]4[CH2:28][CH2:27]4)=[O:30])[N:23]=3)[CH:20]=2)[CH:9]=1)([CH3:4])([CH3:2])[CH3:3], predict the reactants needed to synthesize it. (9) The reactants are: [F:1][C:2]1[CH:7]=[CH:6][C:5]([C:8]2[C:17]([C:18]3[CH:23]=[CH:22][C:21](=[O:24])[N:20]([C:25]4[CH:30]=[CH:29][CH:28]=[CH:27][C:26]=4[CH3:31])[N:19]=3)=[C:11]3[NH:12][CH2:13][C:14](=O)[CH2:15][N:10]3[N:9]=2)=[CH:4][CH:3]=1.Cl.[NH2:33][OH:34].C(Cl)(Cl)Cl. Given the product [F:1][C:2]1[CH:3]=[CH:4][C:5]([C:8]2[C:17]([C:18]3[CH:23]=[CH:22][C:21](=[O:24])[N:20]([C:25]4[CH:30]=[CH:29][CH:28]=[CH:27][C:26]=4[CH3:31])[N:19]=3)=[C:11]3[NH:12][CH2:13][C:14](=[N:33][OH:34])[CH2:15][N:10]3[N:9]=2)=[CH:6][CH:7]=1, predict the reactants needed to synthesize it.